Dataset: Full USPTO retrosynthesis dataset with 1.9M reactions from patents (1976-2016). Task: Predict the reactants needed to synthesize the given product. (1) Given the product [C:13]([O:17][C:18](=[O:32])[NH:19][CH2:20][CH:21]([O:23][C:24]1[CH:29]=[C:28]([F:30])[CH:27]=[CH:26][C:25]=1[NH:31][C:2]1[C:3]2[C:10]([CH3:11])=[C:9]([Cl:12])[S:8][C:4]=2[N:5]=[CH:6][N:7]=1)[CH3:22])([CH3:14])([CH3:15])[CH3:16], predict the reactants needed to synthesize it. The reactants are: Cl[C:2]1[C:3]2[C:10]([CH3:11])=[C:9]([Cl:12])[S:8][C:4]=2[N:5]=[CH:6][N:7]=1.[C:13]([O:17][C:18](=[O:32])[NH:19][CH2:20][CH:21]([O:23][C:24]1[CH:29]=[C:28]([F:30])[CH:27]=[CH:26][C:25]=1[NH2:31])[CH3:22])([CH3:16])([CH3:15])[CH3:14].C1(P(C2C=CC=CC=2)C2C=CC=CC=2)C=CC=CC=1.C(OC(N=NC(OC(C)(C)C)=O)=O)(C)(C)C. (2) Given the product [CH3:13][N:8]1[C:9]([C:10](=[O:12])[NH:31][CH2:30][CH2:29][C:19]2[N:18]([CH3:17])[CH:22]=[C:21]([C:23]3[CH:28]=[CH:27][CH:26]=[CH:25][CH:24]=3)[N:20]=2)=[C:5]([C:3]([O:2][CH3:1])=[O:4])[N:6]=[N:7]1, predict the reactants needed to synthesize it. The reactants are: [CH3:1][O:2][C:3]([C:5]1[N:6]=[N:7][N:8]([CH3:13])[C:9]=1[C:10]([O-:12])=O)=[O:4].[Li+].Cl.Cl.[CH3:17][N:18]1[CH:22]=[C:21]([C:23]2[CH:28]=[CH:27][CH:26]=[CH:25][CH:24]=2)[N:20]=[C:19]1[CH2:29][CH2:30][NH2:31]. (3) Given the product [ClH:24].[ClH:29].[NH2:8][CH2:9][CH2:10][N:11]1[CH2:16][CH:15]([O:17][C:18]2[CH:23]=[CH:22][C:21]([Cl:24])=[C:20]([Cl:25])[CH:19]=2)[C:14]2[CH:26]=[CH:27][O:28][C:13]=2[CH2:12]1, predict the reactants needed to synthesize it. The reactants are: C(OC([NH:8][CH2:9][CH2:10][N:11]1[CH2:16][CH:15]([O:17][C:18]2[CH:23]=[CH:22][C:21]([Cl:24])=[C:20]([Cl:25])[CH:19]=2)[C:14]2[CH:26]=[CH:27][O:28][C:13]=2[CH2:12]1)=O)(C)(C)C.[ClH:29].C(OCC)(=O)C. (4) Given the product [N:25]1([C:23](=[O:24])[CH:22]=[CH:21][C:18]2[CH:19]=[CH:20][C:15]([O:14][CH:11]3[CH2:12][CH2:13][NH:8][CH2:9][CH2:10]3)=[N:16][CH:17]=2)[CH2:30][CH2:29][O:28][CH2:27][CH2:26]1, predict the reactants needed to synthesize it. The reactants are: C(OC([N:8]1[CH2:13][CH2:12][CH:11]([O:14][C:15]2[CH:20]=[CH:19][C:18]([CH:21]=[CH:22][C:23]([N:25]3[CH2:30][CH2:29][O:28][CH2:27][CH2:26]3)=[O:24])=[CH:17][N:16]=2)[CH2:10][CH2:9]1)=O)(C)(C)C.FC(F)(F)C(O)=O.O. (5) Given the product [OH:37][C:9]1[CH:31]=[N:30][C:12]2[N:13]([CH2:22][O:23][CH2:24][CH2:25][Si:26]([CH3:27])([CH3:28])[CH3:29])[C:14]3[CH:19]=[N:18][C:17]([C:20]#[N:21])=[CH:16][C:15]=3[C:11]=2[CH:10]=1, predict the reactants needed to synthesize it. The reactants are: CC1(C)C(C)(C)OB([C:9]2[CH:31]=[N:30][C:12]3[N:13]([CH2:22][O:23][CH2:24][CH2:25][Si:26]([CH3:29])([CH3:28])[CH3:27])[C:14]4[CH:19]=[N:18][C:17]([C:20]#[N:21])=[CH:16][C:15]=4[C:11]=3[CH:10]=2)O1.C[N+]1([O-])CC[O:37]CC1. (6) Given the product [CH3:1][O:2][C:3](=[O:16])[CH:4]([N:12]([C:27](=[O:28])[C:26]1[CH:30]=[CH:31][C:32]([Cl:34])=[CH:33][C:25]=1[Cl:24])[CH2:13][C:14]#[CH:15])[CH2:5][C:6]1[CH:11]=[CH:10][CH:9]=[CH:8][CH:7]=1, predict the reactants needed to synthesize it. The reactants are: [CH3:1][O:2][C:3](=[O:16])[CH:4]([NH:12][CH2:13][C:14]#[CH:15])[CH2:5][C:6]1[CH:11]=[CH:10][CH:9]=[CH:8][CH:7]=1.C(N(CC)CC)C.[Cl:24][C:25]1[CH:33]=[C:32]([Cl:34])[CH:31]=[CH:30][C:26]=1[C:27](Cl)=[O:28]. (7) Given the product [Br:1][C:2]1[CH:3]=[C:4]2[N:10]([CH2:19][O:18][CH2:17][CH2:16][Si:15]([CH3:22])([CH3:21])[CH3:14])[C:9]([CH3:11])=[N:8][C:5]2=[N:6][CH:7]=1, predict the reactants needed to synthesize it. The reactants are: [Br:1][C:2]1[CH:3]=[C:4]2[NH:10][C:9]([CH3:11])=[N:8][C:5]2=[N:6][CH:7]=1.[H-].[Na+].[CH3:14][Si:15]([CH3:22])([CH3:21])[CH2:16][CH2:17][O:18][CH2:19]Cl.O. (8) Given the product [N+:8]([C:5]1[CH:6]=[CH:7][C:2]([N:15]2[CH2:16][CH2:17][CH2:18][N:12]([CH3:11])[CH2:13][CH2:14]2)=[CH:3][CH:4]=1)([O-:10])=[O:9], predict the reactants needed to synthesize it. The reactants are: F[C:2]1[CH:7]=[CH:6][C:5]([N+:8]([O-:10])=[O:9])=[CH:4][CH:3]=1.[CH3:11][N:12]1[CH2:18][CH2:17][CH2:16][NH:15][CH2:14][CH2:13]1.C([O-])([O-])=O.[Cs+].[Cs+]. (9) Given the product [CH2:1]([O:3][C:4](=[O:21])[C:5]1[CH:10]=[CH:9][CH:8]=[C:7]([CH2:11][C:12]2[C:13]([Cl:24])=[N:14][C:15]([NH2:19])=[N:16][C:17]=2[CH3:18])[CH:6]=1)[CH3:2], predict the reactants needed to synthesize it. The reactants are: [CH2:1]([O:3][C:4](=[O:21])[C:5]1[CH:10]=[CH:9][CH:8]=[C:7]([CH2:11][C:12]2[C:13](O)=[N:14][C:15]([NH2:19])=[N:16][C:17]=2[CH3:18])[CH:6]=1)[CH3:2].P(Cl)(Cl)([Cl:24])=O. (10) Given the product [Br:1][C:2]1[CH:3]=[C:4]([C:12]([C:22]2[CH:27]=[CH:26][C:25]([OH:28])=[CH:24][CH:23]=2)=[C:13]([C:16]2[CH:21]=[CH:20][CH:19]=[CH:18][CH:17]=2)[CH2:14][CH3:15])[CH:5]=[CH:6][C:7]=1[O:8][CH2:9][CH2:10][NH:30][CH3:29], predict the reactants needed to synthesize it. The reactants are: [Br:1][C:2]1[CH:3]=[C:4]([C:12]([C:22]2[CH:27]=[CH:26][C:25]([OH:28])=[CH:24][CH:23]=2)=[C:13]([C:16]2[CH:21]=[CH:20][CH:19]=[CH:18][CH:17]=2)[CH2:14][CH3:15])[CH:5]=[CH:6][C:7]=1[O:8][CH2:9][CH2:10]Br.[CH3:29][NH2:30].